From a dataset of Forward reaction prediction with 1.9M reactions from USPTO patents (1976-2016). Predict the product of the given reaction. Given the reactants [CH:1]([NH:3][C:4]1[CH:9]=[CH:8][CH:7]=[C:6]([N:10]2[CH:14]=[CH:13][N:12]=[CH:11]2)[CH:5]=1)=[O:2].[H-].[Na+].Cl[C:18]1[CH:23]=[CH:22][C:21]([N+:24]([O-:26])=[O:25])=[CH:20][N:19]=1.O, predict the reaction product. The product is: [N:10]1([C:6]2[CH:5]=[C:4]([N:3]([C:18]3[CH:23]=[CH:22][C:21]([N+:24]([O-:26])=[O:25])=[CH:20][N:19]=3)[CH:1]=[O:2])[CH:9]=[CH:8][CH:7]=2)[CH:14]=[CH:13][N:12]=[CH:11]1.